This data is from Reaction yield outcomes from USPTO patents with 853,638 reactions. The task is: Predict the reaction yield, written as a fraction of the theoretical maximum amount of product (1.0 means a 100% yield; for example, 0.34 means a 34% yield). (1) The yield is 0.550. The catalyst is [Pd].CO. The product is [NH2:10][C:8]1[CH:9]=[C:4]2[C:5]([CH2:13][CH2:14][C:15](=[O:17])[NH:1]2)=[CH:6][CH:7]=1. The reactants are [N+:1]([C:4]1[CH:9]=[C:8]([N+:10]([O-])=O)[CH:7]=[CH:6][C:5]=1[CH2:13][CH2:14][C:15]([O:17]CC)=O)([O-])=O. (2) The reactants are [Cl:1][C:2]1[CH:3]=[C:4]([CH:26]=[CH:27][CH:28]=1)[CH2:5][NH:6][C:7](=[O:25])[C:8]1[CH:13]=[CH:12][C:11]([CH:14]2OCC(C)(C)C[O:15]2)=[C:10]([N+:22]([O-:24])=[O:23])[CH:9]=1. The catalyst is FC(F)(F)C(O)=O.S(=O)(=O)(O)O. The product is [Cl:1][C:2]1[CH:3]=[C:4]([CH:26]=[CH:27][CH:28]=1)[CH2:5][NH:6][C:7](=[O:25])[C:8]1[CH:13]=[CH:12][C:11]([CH:14]=[O:15])=[C:10]([N+:22]([O-:24])=[O:23])[CH:9]=1. The yield is 0.850. (3) The reactants are [CH3:1][N:2]1[CH2:7][CH:6]=[C:5]([C:8]([O:10][CH2:11][CH3:12])=[O:9])[CH2:4][CH2:3]1.[CH3:13][C:14]1[CH:19]=[CH:18][CH:17]=[CH:16][C:15]=1[Mg]Br.[Cl-].[NH4+].C(OCC)(=O)C. The catalyst is CCOCC.[Cu]I. The product is [CH3:1][N:2]1[CH2:3][CH2:4][CH:5]([C:8]([O:10][CH2:11][CH3:12])=[O:9])[CH:6]([C:15]2[CH:16]=[CH:17][CH:18]=[CH:19][C:14]=2[CH3:13])[CH2:7]1. The yield is 0.880. (4) The reactants are C([O:3][CH2:4][CH2:5][CH2:6][N:7]1[C:12](=[O:13])[C:11]2[C:14]([CH2:19][C:20]3[CH:21]=[N:22][C:23]([C:26]([F:29])([F:28])[F:27])=[CH:24][CH:25]=3)=[C:15](Br)[CH:16]=[N:17][C:10]=2[N:9]([CH3:30])[C:8]1=[O:31])=O.[Cl:32][C:33]1[CH:34]=[C:35]([OH:39])[CH:36]=[CH:37][CH:38]=1.C([O-])([O-])=O.[Cs+].[Cs+].CN(C)CC(O)=O. The catalyst is O1CCOCC1.[Cu]I. The product is [Cl:32][C:33]1[CH:34]=[C:35]([CH:36]=[CH:37][CH:38]=1)[O:39][C:15]1[CH:16]=[N:17][C:10]2[N:9]([CH3:30])[C:8](=[O:31])[N:7]([CH2:6][CH2:5][CH2:4][OH:3])[C:12](=[O:13])[C:11]=2[C:14]=1[CH2:19][C:20]1[CH:21]=[N:22][C:23]([C:26]([F:28])([F:29])[F:27])=[CH:24][CH:25]=1. The yield is 0.125. (5) The reactants are C[N-]C.C[N-]C.[CH3:7][C:8]1[CH:9]([C:16]2[CH:24]=[CH:23][CH:22]=[CH:21][C:17]=2[CH2:18][O:19][Ti+2:20])[C:10]([CH3:15])=[C:11]([CH3:14])[C:12]=1[CH3:13].C[Si](C)(C)[Cl:27]. The catalyst is CCCCC. The product is [Cl-:27].[Cl-:27].[CH3:15][C:10]1[CH:9]([C:16]2[CH:24]=[CH:23][CH:22]=[CH:21][C:17]=2[CH2:18][O:19][Ti+2:20])[C:8]([CH3:7])=[C:12]([CH3:13])[C:11]=1[CH3:14]. The yield is 0.943. (6) The reactants are C([O:8][C:9]([C:11]1([C:19]#[N:20])[CH2:13][CH:12]1[CH:14]([CH2:17][CH3:18])[CH2:15][CH3:16])=[O:10])C1C=CC=CC=1. The catalyst is C1COCC1.[Pd]. The product is [NH2:20][CH2:19][C:11]1([C:9]([OH:10])=[O:8])[CH2:13][CH:12]1[CH:14]([CH2:15][CH3:16])[CH2:17][CH3:18]. The yield is 0.110.